From a dataset of Full USPTO retrosynthesis dataset with 1.9M reactions from patents (1976-2016). Predict the reactants needed to synthesize the given product. (1) Given the product [C:1]([O:4][C@@H:5]1[O:22][C@H:21]([CH3:23])[C@@H:16]([O:17][C:18](=[O:20])[CH3:19])[C@H:11]([O:12][C:13](=[O:15])[CH3:14])[C@H:6]1[O:7][C:8](=[O:10])[CH3:9])(=[O:3])[CH3:2], predict the reactants needed to synthesize it. The reactants are: [C:1]([O:4][C@@H:5]1[O:22][C@H:21]([CH2:23]I)[C@@H:16]([O:17][C:18](=[O:20])[CH3:19])[C@H:11]([O:12][C:13](=[O:15])[CH3:14])[C@H:6]1[O:7][C:8](=[O:10])[CH3:9])(=[O:3])[CH3:2].C(N(CC)CC)C.[H][H]. (2) The reactants are: Cl.[Cl:2][C:3]1[CH:4]=[C:5]([CH:15]([NH2:17])[CH3:16])[CH:6]=[N:7][C:8]=1[O:9][CH2:10][C:11]([F:14])([F:13])[F:12].[NH2:18][C:19]1[N:24]=[C:23]([C:25](O)=[O:26])[CH:22]=[C:21]([CH3:28])[N:20]=1. Given the product [NH2:18][C:19]1[N:24]=[C:23]([C:25]([NH:17][CH:15]([C:5]2[CH:6]=[N:7][C:8]([O:9][CH2:10][C:11]([F:12])([F:13])[F:14])=[C:3]([Cl:2])[CH:4]=2)[CH3:16])=[O:26])[CH:22]=[C:21]([CH3:28])[N:20]=1, predict the reactants needed to synthesize it.